From a dataset of Full USPTO retrosynthesis dataset with 1.9M reactions from patents (1976-2016). Predict the reactants needed to synthesize the given product. (1) Given the product [CH2:11]1[O:12][C@H:5]([C@H:3]([OH:4])[CH2:2][OH:1])[C@H:7]([OH:8])[C@H:9]1[OH:10], predict the reactants needed to synthesize it. The reactants are: [OH:1][CH2:2][C@@H:3]([C@H:5]([C@@H:7]([C@@H:9]([CH2:11][OH:12])[OH:10])[OH:8])O)[OH:4].C12(CS(O)(=O)=O)C(C)(C)C(CC1)CC2=O. (2) Given the product [CH3:25][CH:23]([CH3:24])[CH2:22][CH2:21][NH:20][C:18]([N:15]1[CH2:16][CH2:17][CH:12]([NH:11][C:10]2[CH:9]=[CH:8][C:7]([CH2:6][CH2:5][NH:4][CH2:56][C@H:54]([OH:55])[CH2:53][O:52][C:49]3[CH:50]=[CH:51][C:46]([OH:45])=[CH:47][CH:48]=3)=[CH:27][CH:26]=2)[CH2:13][CH2:14]1)=[O:19], predict the reactants needed to synthesize it. The reactants are: C(O)=O.[NH2:4][CH2:5][CH2:6][C:7]1[CH:27]=[CH:26][C:10]([NH:11][CH:12]2[CH2:17][CH2:16][N:15]([C:18]([NH:20][CH2:21][CH2:22][CH:23]([CH3:25])[CH3:24])=[O:19])[CH2:14][CH2:13]2)=[CH:9][CH:8]=1.C([Si]([O:45][C:46]1[CH:51]=[CH:50][C:49]([O:52][CH2:53][CH:54]2[CH2:56][O:55]2)=[CH:48][CH:47]=1)(C1C=CC=CC=1)C1C=CC=CC=1)(C)(C)C. (3) Given the product [C:1]12([CH2:11][NH:12][C:13]([C:15]3[N:20]4[CH:21]=[C:22]([CH2:24][Cl:28])[N:23]=[C:19]4[CH:18]=[CH:17][CH:16]=3)=[O:14])[CH2:10][CH:5]3[CH2:6][CH:7]([CH2:9][CH:3]([CH2:4]3)[CH2:2]1)[CH2:8]2.[ClH:28], predict the reactants needed to synthesize it. The reactants are: [C:1]12([CH2:11][NH:12][C:13]([C:15]3[N:20]4[CH:21]=[C:22]([CH2:24]O)[N:23]=[C:19]4[CH:18]=[CH:17][CH:16]=3)=[O:14])[CH2:10][CH:5]3[CH2:6][CH:7]([CH2:9][CH:3]([CH2:4]3)[CH2:2]1)[CH2:8]2.S(Cl)([Cl:28])=O. (4) Given the product [N:32]1[N:33]([CH2:37][C:38]([N:11]2[CH2:12][C@H:8]([CH2:7][C:6]3[CH:5]=[CH:4][C:3]([F:2])=[CH:31][CH:30]=3)[CH2:9][C@H:10]2[C:13]([NH:15][C:16]2[CH:21]=[CH:20][C:19]([O:22][C:23]3[CH:28]=[CH:27][C:26]([F:29])=[CH:25][CH:24]=3)=[CH:18][CH:17]=2)=[O:14])=[O:39])[N:34]=[CH:35][CH:36]=1, predict the reactants needed to synthesize it. The reactants are: Cl.[F:2][C:3]1[CH:31]=[CH:30][C:6]([CH2:7][C@H:8]2[CH2:12][NH:11][C@H:10]([C:13]([NH:15][C:16]3[CH:21]=[CH:20][C:19]([O:22][C:23]4[CH:28]=[CH:27][C:26]([F:29])=[CH:25][CH:24]=4)=[CH:18][CH:17]=3)=[O:14])[CH2:9]2)=[CH:5][CH:4]=1.[N:32]1[N:33]([CH2:37][C:38](O)=[O:39])[N:34]=[CH:35][CH:36]=1.CN(C(ON1N=NC2C=CC=NC1=2)=[N+](C)C)C.F[P-](F)(F)(F)(F)F.CCN(C(C)C)C(C)C. (5) The reactants are: [CH:1]1([NH:5][C:6]2[C:11]([C:12]#[CH:13])=[CH:10][N:9]=[C:8]([O:14][CH3:15])[N:7]=2)[CH2:4][CH2:3][CH2:2]1.C(N=C(N(C)C)N(C)C)(C)(C)C.C1CCN2C(=NCCC2)CC1.C[Si](C#N)(C)C. Given the product [CH:1]1([N:5]2[C:6]3[N:7]=[C:8]([O:14][CH3:15])[N:9]=[CH:10][C:11]=3[CH:12]=[CH:13]2)[CH2:4][CH2:3][CH2:2]1, predict the reactants needed to synthesize it. (6) Given the product [OH:27][C@H:22]1[CH2:23][CH2:24][CH2:25][CH2:26][C@@H:21]1[NH:20][C:19]([C:9]1[C:7]2=[N:8][CH:3]=[CH:4][CH:5]=[C:6]2[N:11]([CH2:12][C:34]2[CH:33]=[CH:32][N:31]=[C:30]([CH3:29])[CH:35]=2)[CH:10]=1)=[O:28], predict the reactants needed to synthesize it. The reactants are: C([C:3]1[N:8]=[C:7]2[C:9]([C:19](=[O:28])[NH:20][C@H:21]3[CH2:26][CH2:25][CH2:24][CH2:23][C@@H:22]3[OH:27])=[CH:10][N:11]([C:12](OC(C)(C)C)=O)[C:6]2=[CH:5][CH:4]=1)#N.[CH3:29][C:30]1[CH:35]=[C:34](CBr)[CH:33]=[CH:32][N:31]=1.C(=O)([O-])[O-].[Cs+].[Cs+]. (7) Given the product [Br:1][C:2]1[CH:3]=[CH:4][C:5]2[O:14][CH2:13][CH2:12][N:11]3[C:7](=[N:8][C:9]([C:22]4[C:18]([CH3:17])=[N:19][NH:20][CH:21]=4)=[CH:10]3)[C:6]=2[CH:16]=1, predict the reactants needed to synthesize it. The reactants are: [Br:1][C:2]1[CH:3]=[CH:4][C:5]2[O:14][CH2:13][CH2:12][N:11]3[C:7](=[N:8][C:9](I)=[CH:10]3)[C:6]=2[CH:16]=1.[CH3:17][C:18]1[C:22](B2OC(C)(C)C(C)(C)O2)=[CH:21][NH:20][N:19]=1.C(Cl)Cl.C([O-])([O-])=O.[Cs+].[Cs+]. (8) Given the product [Cl:1][C:2]1[CH:3]=[CH:4][C:5]2[N:6]([CH:8]=[C:9]([NH:11][C:12](=[O:21])[CH2:13][CH2:14][CH:15]3[CH2:20][CH2:19][CH2:18][CH2:17][N:16]3[CH2:22][CH3:23])[N:10]=2)[N:7]=1, predict the reactants needed to synthesize it. The reactants are: [Cl:1][C:2]1[CH:3]=[CH:4][C:5]2[N:6]([CH:8]=[C:9]([NH:11][C:12](=[O:21])[CH2:13][CH2:14][CH:15]3[CH2:20][CH2:19][CH2:18][CH2:17][NH:16]3)[N:10]=2)[N:7]=1.[C:22](O)(=O)[CH3:23].C(=O)C.C([BH3-])#N.[Na+].